This data is from Forward reaction prediction with 1.9M reactions from USPTO patents (1976-2016). The task is: Predict the product of the given reaction. (1) Given the reactants C[O:2][C:3]([C:5]1[S:6][C:7]([C:22]([CH3:25])([CH3:24])[CH3:23])=[CH:8][C:9]=1[NH:10][S:11]([C:14]1[CH:19]=[CH:18][C:17]([CH3:20])=[CH:16][C:15]=1[CH3:21])(=[O:13])=[O:12])=[O:4].O[Li].O, predict the reaction product. The product is: [C:22]([C:7]1[S:6][C:5]([C:3]([OH:4])=[O:2])=[C:9]([NH:10][S:11]([C:14]2[CH:19]=[CH:18][C:17]([CH3:20])=[CH:16][C:15]=2[CH3:21])(=[O:13])=[O:12])[CH:8]=1)([CH3:25])([CH3:24])[CH3:23]. (2) Given the reactants C1C=CC(P(C2C(C3C(P(C4C=CC=CC=4)C4C=CC=CC=4)=CC=C4C=3C=CC=C4)=C3C(C=CC=C3)=CC=2)C2C=CC=CC=2)=CC=1.Br[C:48]1[CH:49]=[C:50]([CH:53]=[CH:54][CH:55]=1)[CH2:51][OH:52].[NH2:56][C:57]1[CH:62]=[CH:61][CH:60]=[CH:59][CH:58]=1.C(=O)([O-])[O-].[Cs+].[Cs+], predict the reaction product. The product is: [C:57]1([NH:56][C:48]2[CH:49]=[C:50]([CH2:51][OH:52])[CH:53]=[CH:54][CH:55]=2)[CH:62]=[CH:61][CH:60]=[CH:59][CH:58]=1. (3) Given the reactants I[C:2]1[CH:7]=[CH:6][C:5]([NH2:8])=[CH:4][C:3]=1[O:9][CH3:10].[C:11]([Si:13]([CH3:16])([CH3:15])[CH3:14])#[CH:12], predict the reaction product. The product is: [CH3:10][O:9][C:3]1[CH:4]=[C:5]([NH2:8])[CH:6]=[CH:7][C:2]=1[C:12]#[C:11][Si:13]([CH3:16])([CH3:15])[CH3:14]. (4) Given the reactants [C:1]([O:5][C:6]([NH:8][C:9]1[CH:14]=[CH:13][CH:12]=[C:11]([OH:15])[CH:10]=1)=[O:7])([CH3:4])([CH3:3])[CH3:2].C1(P(C2C=CC=CC=2)C2C=CC=CC=2)C=CC=CC=1.[C:35]([C:37]1[CH:42]=[CH:41][C:40]([CH2:43][CH2:44]O)=[CH:39][CH:38]=1)#[N:36].CCOC(/N=N/C(OCC)=O)=O, predict the reaction product. The product is: [C:1]([O:5][C:6]([NH:8][C:9]1[CH:14]=[CH:13][CH:12]=[C:11]([O:15][CH2:44][CH2:43][C:40]2[CH:41]=[CH:42][C:37]([C:35]#[N:36])=[CH:38][CH:39]=2)[CH:10]=1)=[O:7])([CH3:4])([CH3:2])[CH3:3]. (5) Given the reactants [C:1]1([CH2:7][CH2:8][CH2:9][NH2:10])C=CC=CC=1.[CH2:11]1[C:19]2[C:14](=[CH:15][CH:16]=[CH:17][CH:18]=2)[CH2:13][N:12]1[C:20]([NH:22][CH2:23][CH2:24][CH2:25][CH2:26][CH2:27][CH2:28][C:29]([OH:31])=O)=[O:21].C1C2C(=CC=CC=2)CN1[C:41](NC1C=CC(C(O)=O)=CC=1)=[O:42], predict the reaction product. The product is: [O:31]=[C:29]([NH:10][CH2:9][C@H:8]1[CH2:7][CH2:1][O:42][CH2:41]1)[CH2:28][CH2:27][CH2:26][CH2:25][CH2:24][CH2:23][NH:22][C:20]([N:12]1[CH2:11][C:19]2[C:14](=[CH:15][CH:16]=[CH:17][CH:18]=2)[CH2:13]1)=[O:21].